From a dataset of Forward reaction prediction with 1.9M reactions from USPTO patents (1976-2016). Predict the product of the given reaction. (1) Given the reactants [C:1](=[O:8])([O:3][C:4]([CH3:7])([CH3:6])[CH3:5])[NH2:2].[OH-].[Na+].Cl[O:12]C(C)(C)C.[Br:17][C:18]1[CH:19]=[C:20](/[CH:25]=[CH:26]/[C:27]2[CH:32]=[CH:31][C:30]([F:33])=[CH:29][CH:28]=2)[C:21]([F:24])=[N:22][CH:23]=1, predict the reaction product. The product is: [Br:17][C:18]1[CH:19]=[C:20]([C@@H:25]([NH:2][C:1](=[O:8])[O:3][C:4]([CH3:7])([CH3:6])[CH3:5])[C@@H:26]([C:27]2[CH:32]=[CH:31][C:30]([F:33])=[CH:29][CH:28]=2)[OH:12])[C:21]([F:24])=[N:22][CH:23]=1. (2) Given the reactants [N:1]1([CH2:6][CH2:7][N:8]2[C:16]3[C:11](=[CH:12][C:13]([NH2:17])=[CH:14][CH:15]=3)[CH:10]=[N:9]2)[CH2:5][CH2:4][CH2:3][CH2:2]1.CC(=O)[C:20](C)=[O:21].[BH-](OC(C)=O)(OC(C)=O)OC(C)=O.[Na+].[CH2:38]1[CH2:42][O:41][CH2:40]C1, predict the reaction product. The product is: [CH3:20][O:21][CH:42]([O:41][CH3:40])[CH2:38][NH:17][C:13]1[CH:12]=[C:11]2[C:16](=[CH:15][CH:14]=1)[N:8]([CH2:7][CH2:6][N:1]1[CH2:5][CH2:4][CH2:3][CH2:2]1)[N:9]=[CH:10]2. (3) Given the reactants [OH:1][C:2]1[CH:9]=[CH:8][C:5]([CH:6]=[O:7])=[CH:4][CH:3]=1.[F:10][CH2:11][CH2:12]I.C([O-])([O-])=O.[K+].[K+], predict the reaction product. The product is: [F:10][CH2:11][CH2:12][O:1][C:2]1[CH:9]=[CH:8][C:5]([CH:6]=[O:7])=[CH:4][CH:3]=1. (4) Given the reactants Cl[C:2]1[CH:3]=[C:4]([CH:7]=[CH:8][C:9]=1[N:10]=[C:11]=[S:12])[C:5]#[N:6].[C:13]([C:15]1([NH:19][C:20]2[CH:29]=[CH:28][C:23]([C:24]([NH:26][CH3:27])=[O:25])=[C:22]([F:30])[CH:21]=2)[CH2:18][CH2:17][CH2:16]1)#N.C([OH:33])C.Cl.[CH3:35][N:36](C=O)C, predict the reaction product. The product is: [C:35]([C:3]1[CH:2]=[C:9]([N:10]2[C:13](=[O:33])[C:15]3([CH2:16][CH2:17][CH2:18]3)[N:19]([C:20]3[CH:29]=[CH:28][C:23]([C:24]([NH:26][CH3:27])=[O:25])=[C:22]([F:30])[CH:21]=3)[C:11]2=[S:12])[CH:8]=[CH:7][C:4]=1[C:5]#[N:6])#[N:36]. (5) Given the reactants [CH3:1][C:2]([OH:8])([CH2:4][C:5]([OH:7])=O)[CH3:3].[C:9]([O:13][C:14]([N:16]1[CH2:21][C@H:20]([N:22]([CH:39]([CH3:41])[CH3:40])[C:23](=[O:38])[C:24]2[CH:29]=[CH:28][C:27]([O:30][CH3:31])=[C:26]([O:32][CH2:33][CH2:34][CH2:35][O:36][CH3:37])[CH:25]=2)[CH2:19][CH2:18][C@H:17]1[CH2:42][CH2:43][NH:44][CH:45]1[CH2:47][CH2:46]1)=[O:15])([CH3:12])([CH3:11])[CH3:10], predict the reaction product. The product is: [CH:45]1([N:44]([C:5](=[O:7])[CH2:4][C:2]([OH:8])([CH3:1])[CH3:3])[CH2:43][CH2:42][C@H:17]2[CH2:18][CH2:19][C@@H:20]([N:22]([CH:39]([CH3:41])[CH3:40])[C:23](=[O:38])[C:24]3[CH:29]=[CH:28][C:27]([O:30][CH3:31])=[C:26]([O:32][CH2:33][CH2:34][CH2:35][O:36][CH3:37])[CH:25]=3)[CH2:21][N:16]2[C:14]([O:13][C:9]([CH3:11])([CH3:10])[CH3:12])=[O:15])[CH2:47][CH2:46]1. (6) Given the reactants [CH3:1][N:2]([CH3:35])[C:3]([C:5]1[N:10]=[C:9]([NH:11][CH2:12][C:13]2[C:18]([CH3:19])=[CH:17][CH:16]=[CH:15][C:14]=2[CH2:20][CH3:21])[C:8]2[N:22]=[C:23]([CH3:34])[N:24](COCC3C=CC=CC=3)[C:7]=2[CH:6]=1)=[O:4].C([O-])=O.[NH4+], predict the reaction product. The product is: [CH3:35][N:2]([CH3:1])[C:3]([C:5]1[N:10]=[C:9]([NH:11][CH2:12][C:13]2[C:18]([CH3:19])=[CH:17][CH:16]=[CH:15][C:14]=2[CH2:20][CH3:21])[C:8]2[N:22]=[C:23]([CH3:34])[NH:24][C:7]=2[CH:6]=1)=[O:4]. (7) Given the reactants [Cl:1][C:2]1[CH:15]=[CH:14][C:5]2[CH:6]([CH2:9][S:10]([Cl:13])(=[O:12])=[O:11])CO[C:4]=2[CH:3]=1.BrC[CH:18]1C2C=CC(Cl)=CC=2C[O:19]1, predict the reaction product. The product is: [Cl:1][C:2]1[CH:15]=[CH:14][C:5]2[CH:6]([CH2:9][S:10]([Cl:13])(=[O:11])=[O:12])[O:19][CH2:18][C:4]=2[CH:3]=1.